Dataset: Forward reaction prediction with 1.9M reactions from USPTO patents (1976-2016). Task: Predict the product of the given reaction. (1) Given the reactants [N+:1]([O-:4])(O)=[O:2].[CH2:5]([O:12][CH2:13][CH2:14][N:15]1[CH2:19][CH2:18][N:17]([C:20]2[CH:24]=[CH:23][N:22]([CH3:25])[N:21]=2)[C:16]1=[O:26])[C:6]1[CH:11]=[CH:10][CH:9]=[CH:8][CH:7]=1.[OH-].[Na+], predict the reaction product. The product is: [CH2:5]([O:12][CH2:13][CH2:14][N:15]1[CH2:19][CH2:18][N:17]([C:20]2[C:24]([N+:1]([O-:4])=[O:2])=[CH:23][N:22]([CH3:25])[N:21]=2)[C:16]1=[O:26])[C:6]1[CH:11]=[CH:10][CH:9]=[CH:8][CH:7]=1. (2) Given the reactants CS(O[CH2:6][CH:7]1[CH2:10][C:9]([C:11]2[CH:12]=[C:13]3[C:18](=[CH:19][CH:20]=2)[N:17]=[C:16]([C:21]2[CH:26]=[CH:25][CH:24]=[C:23]([Cl:27])[CH:22]=2)[N:15]([CH2:28][C:29]([NH:31][CH:32]([CH3:34])[CH3:33])=[O:30])[C:14]3=[O:35])=[CH:8]1)(=O)=O.[NH:36]1[CH2:41][CH2:40][CH2:39][CH2:38][CH2:37]1.C([O-])([O-])=O.[K+].[K+], predict the reaction product. The product is: [Cl:27][C:23]1[CH:22]=[C:21]([C:16]2[N:15]([CH2:28][C:29]([NH:31][CH:32]([CH3:34])[CH3:33])=[O:30])[C:14](=[O:35])[C:13]3[C:18](=[CH:19][CH:20]=[C:11]([C:9]4[CH2:10][CH:7]([CH2:6][N:36]5[CH2:41][CH2:40][CH2:39][CH2:38][CH2:37]5)[CH:8]=4)[CH:12]=3)[N:17]=2)[CH:26]=[CH:25][CH:24]=1.